Predict the reactants needed to synthesize the given product. From a dataset of Full USPTO retrosynthesis dataset with 1.9M reactions from patents (1976-2016). (1) The reactants are: C(OC(=O)C)(=[O:3])C.[CH2:8]([N:10]([CH2:13][CH3:14])[CH2:11][CH3:12])C.[C:15]([O:19][C:20]([CH2:22][NH:23]CCNC)=[O:21])([CH3:18])([CH3:17])[CH3:16]. Given the product [C:15]([O:19][C:20]([CH2:22][NH:23][CH2:12][CH2:11][N:10]([CH3:8])[C:13](=[O:3])[CH3:14])=[O:21])([CH3:18])([CH3:17])[CH3:16], predict the reactants needed to synthesize it. (2) Given the product [CH2:9]([NH:10][C:11](=[O:44])[O:12][CH2:18][CH2:19][CH2:55][Cl:57])[CH2:8][CH2:7][CH2:6][CH2:5][CH2:4][NH:1][C:2](=[O:3])[O:17][CH2:16][CH2:15][CH2:14][Cl:13], predict the reactants needed to synthesize it. The reactants are: [N:1]([CH2:4][CH2:5][CH2:6][CH2:7][CH2:8][CH2:9][N:10]=[C:11]=[O:12])=[C:2]=[O:3].[Cl:13][CH2:14][CH2:15][CH2:16][OH:17].[C:18]([O-])(=O)[CH2:19]CCCCCCCCCC.C([O-])(=[O:44])CCCCCCCCCCC.C([Sn+2]CCCC)CCC.[CH2:55]([Cl:57])Cl. (3) The reactants are: [CH3:1][NH:2][CH2:3][CH2:4][N:5]1[CH2:10][CH2:9][S:8][C:7]2[CH:11]=[C:12]([N+:15]([O-:17])=[O:16])[CH:13]=[CH:14][C:6]1=2.C(N(CC)CC)C.[C:25](O[C:25]([O:27][C:28]([CH3:31])([CH3:30])[CH3:29])=[O:26])([O:27][C:28]([CH3:31])([CH3:30])[CH3:29])=[O:26]. Given the product [CH3:1][N:2]([CH2:3][CH2:4][N:5]1[CH2:10][CH2:9][S:8][C:7]2[CH:11]=[C:12]([N+:15]([O-:17])=[O:16])[CH:13]=[CH:14][C:6]1=2)[C:25](=[O:26])[O:27][C:28]([CH3:31])([CH3:30])[CH3:29], predict the reactants needed to synthesize it. (4) Given the product [CH2:37]([O:41][C:42]1[CH:74]=[CH:73][C:45]([C:46]([NH:48][C:49]2[N:50]=[CH:51][C:52]([C:55]3[CH:63]=[C:62]4[C:58]([CH2:59][N:60]([C@@H:65]([CH:70]([CH3:71])[CH3:72])[C:66]([OH:68])=[O:67])[C:61]4=[O:64])=[CH:57][CH:56]=3)=[N:53][CH:54]=2)=[O:47])=[CH:44][CH:43]=1)[CH2:38][CH2:39][CH3:40], predict the reactants needed to synthesize it. The reactants are: C(C1C=CC(C(NC2C=CC(C3C=C4C(CN([C@@H](C(C)C)C(O)=O)C4=O)=CC=3)=NC=2)=O)=CC=1)(C)(C)C.[CH2:37]([O:41][C:42]1[CH:74]=[CH:73][C:45]([C:46]([NH:48][C:49]2[N:50]=[CH:51][C:52]([C:55]3[CH:63]=[C:62]4[C:58]([CH2:59][N:60]([C@@H:65]([CH:70]([CH3:72])[CH3:71])[C:66]([O:68]C)=[O:67])[C:61]4=[O:64])=[CH:57][CH:56]=3)=[N:53][CH:54]=2)=[O:47])=[CH:44][CH:43]=1)[CH2:38][CH2:39][CH3:40]. (5) Given the product [Br:24][C:6]1[C:5]2[NH:4][N:3]=[CH:2][C:10]=2[C:9]2[CH2:18][O:17][C:15](=[O:16])[C@H:14]([CH2:19][C:20]([O:22][CH3:23])=[O:21])[CH2:13][C:8]=2[CH:7]=1, predict the reactants needed to synthesize it. The reactants are: Br[C:2]1[C:10]2[C:5](=[C:6]([Br:24])[CH:7]=[C:8]([CH2:13][C@@H:14]([CH2:19][C:20]([O:22][CH3:23])=[O:21])[C:15]([O:17][CH3:18])=[O:16])[C:9]=2CO)[NH:4][N:3]=1.O.C1(C)C=CC(S(O)(=O)=O)=CC=1.